Dataset: Reaction yield outcomes from USPTO patents with 853,638 reactions. Task: Predict the reaction yield, written as a fraction of the theoretical maximum amount of product (1.0 means a 100% yield; for example, 0.34 means a 34% yield). The reactants are [CH:1]([N:5]1[C:13]2[CH:12]=[C:11]([Cl:14])[N:10]=[CH:9][C:8]=2[C:7](I)=[N:6]1)([CH2:3][CH3:4])[CH3:2].[CH2:16]([NH2:19])[CH2:17][NH2:18].N1CCC[C@H]1C(O)=O.C(=O)([O-])[O-].[K+].[K+]. The catalyst is CS(C)=O.O.[Cu]I. The product is [CH:1]([N:5]1[C:13]2[CH:12]=[C:11]([Cl:14])[N:10]=[CH:9][C:8]=2[C:7]([NH:18][CH2:17][CH2:16][NH2:19])=[N:6]1)([CH2:3][CH3:4])[CH3:2]. The yield is 0.860.